Predict the reactants needed to synthesize the given product. From a dataset of Full USPTO retrosynthesis dataset with 1.9M reactions from patents (1976-2016). (1) Given the product [Cl:1][C:2]1[CH:7]=[CH:6][C:5]([CH2:8][C:11]2([OH:10])[CH2:12][CH2:13][N:14]([C:17]([O:19][CH2:20][CH3:21])=[O:18])[CH2:15][CH2:16]2)=[CH:4][CH:3]=1, predict the reactants needed to synthesize it. The reactants are: [Cl:1][C:2]1[CH:7]=[CH:6][C:5]([CH2:8]Cl)=[CH:4][CH:3]=1.[O:10]=[C:11]1[CH2:16][CH2:15][N:14]([C:17]([O:19][CH2:20][CH3:21])=[O:18])[CH2:13][CH2:12]1. (2) Given the product [CH3:40][O:39][C:35]1[CH:36]=[CH:37][CH:38]=[C:30]([O:29][CH3:28])[C:31]=1[C:32]([NH:18][CH:14]1[CH2:15][CH2:16][CH2:17][CH:13]1[CH2:12][C:3]1[CH:4]=[CH:5][C:6]2[C:11](=[CH:10][CH:9]=[CH:8][CH:7]=2)[N:2]=1)=[O:33], predict the reactants needed to synthesize it. The reactants are: Cl.[N:2]1[C:11]2[C:6](=[CH:7][CH:8]=[CH:9][CH:10]=2)[CH:5]=[CH:4][C:3]=1[CH2:12][CH:13]1[CH2:17][CH2:16][CH2:15][CH:14]1[NH2:18].CCN(C(C)C)C(C)C.[CH3:28][O:29][C:30]1[CH:38]=[CH:37][CH:36]=[C:35]([O:39][CH3:40])[C:31]=1[C:32](Cl)=[O:33]. (3) Given the product [C:20]1([C:18]2[N:9]=[C:8]([C:3]3[CH:4]=[CH:5][CH:6]=[CH:7][N:2]=3)[S:10][C:17]=2[C:30]2[CH:35]=[CH:34][CH:33]=[CH:32][CH:31]=2)[C:29]2[C:24](=[CH:25][CH:26]=[CH:27][CH:28]=2)[CH:23]=[CH:22][CH:21]=1, predict the reactants needed to synthesize it. The reactants are: Cl.[N:2]1[CH:7]=[CH:6][CH:5]=[CH:4][C:3]=1[C:8](=[S:10])[NH2:9].C(=O)([O-])[O-].[Ca+2].Br[CH:17]([C:30]1[CH:35]=[CH:34][CH:33]=[CH:32][CH:31]=1)[C:18]([C:20]1[C:29]2[C:24](=[CH:25][CH:26]=[CH:27][CH:28]=2)[CH:23]=[CH:22][CH:21]=1)=O.Cl. (4) Given the product [Cl:2][C:3]1[CH:4]=[C:5]([N:10]2[C:19]([C:16]3[CH:17]=[CH:18][C:13]([CH3:12])=[CH:14][CH:15]=3)=[CH:20][C:21]([C:22]([F:23])([F:24])[F:25])=[N:11]2)[CH:6]=[CH:7][C:8]=1[F:9], predict the reactants needed to synthesize it. The reactants are: Cl.[Cl:2][C:3]1[CH:4]=[C:5]([NH:10][NH2:11])[CH:6]=[CH:7][C:8]=1[F:9].[CH3:12][C:13]1[CH:18]=[CH:17][C:16]([C:19](=O)[CH2:20][C:21](=O)[C:22]([F:25])([F:24])[F:23])=[CH:15][CH:14]=1.[K+].[Br-]. (5) The reactants are: [CH:1]12P[CH:5]([CH2:6][CH2:7][CH2:8]1)[CH2:4][CH2:3][CH2:2]2.[C:10](O)(=O)C. Given the product [CH3:10][CH2:2][CH2:3][CH2:4][CH2:5][CH2:6][CH2:7][CH2:8][CH3:1], predict the reactants needed to synthesize it.